Task: Predict which catalyst facilitates the given reaction.. Dataset: Catalyst prediction with 721,799 reactions and 888 catalyst types from USPTO (1) Reactant: [Cl:1][C:2]1[CH:3]=[C:4]([C:12]2[S:13][C:14]([C:17]3[C:18]([O:27][CH3:28])=[C:19]([CH2:24][CH:25]=O)[CH:20]=[C:21]([F:23])[CH:22]=3)=[CH:15][N:16]=2)[CH:5]=[CH:6][C:7]=1[O:8][CH:9]([CH3:11])[CH3:10].C(O)(=O)C.C([O-])(=O)C.[Na+].[NH:38]1[CH2:41][CH:40]([C:42]([O:44][CH3:45])=[O:43])[CH2:39]1. Product: [Cl:1][C:2]1[CH:3]=[C:4]([C:12]2[S:13][C:14]([C:17]3[C:18]([O:27][CH3:28])=[C:19]([CH2:24][CH2:25][N:38]4[CH2:41][CH:40]([C:42]([O:44][CH3:45])=[O:43])[CH2:39]4)[CH:20]=[C:21]([F:23])[CH:22]=3)=[CH:15][N:16]=2)[CH:5]=[CH:6][C:7]=1[O:8][CH:9]([CH3:10])[CH3:11]. The catalyst class is: 8. (2) Reactant: [CH:1]1([CH:7]([NH:24][C:25]2[CH:30]=[CH:29][C:28]([C:31]([NH:33][CH2:34][CH2:35][C:36]([O:38]CC)=[O:37])=[O:32])=[CH:27][CH:26]=2)[C:8]2[O:9][C:10]3[CH:22]=[CH:21][C:20]([F:23])=[CH:19][C:11]=3[C:12]=2[CH2:13][O:14][CH2:15][CH2:16][O:17][CH3:18])[CH2:6][CH2:5][CH2:4][CH2:3][CH2:2]1.O1CCCC1.[OH-].[Na+]. Product: [CH:1]1([CH:7]([NH:24][C:25]2[CH:26]=[CH:27][C:28]([C:31]([NH:33][CH2:34][CH2:35][C:36]([OH:38])=[O:37])=[O:32])=[CH:29][CH:30]=2)[C:8]2[O:9][C:10]3[CH:22]=[CH:21][C:20]([F:23])=[CH:19][C:11]=3[C:12]=2[CH2:13][O:14][CH2:15][CH2:16][O:17][CH3:18])[CH2:2][CH2:3][CH2:4][CH2:5][CH2:6]1. The catalyst class is: 8. (3) Reactant: [C:1]([N:3]=[C:4](SC)[S:5][CH3:6])#[N:2].[NH:9]1[CH2:14][CH2:13][O:12][CH2:11][CH2:10]1. Product: [C:1]([N:3]=[C:4]([N:9]1[CH2:14][CH2:13][O:12][CH2:11][CH2:10]1)[S:5][CH3:6])#[N:2]. The catalyst class is: 8. (4) Reactant: [NH2:1][CH2:2][C@@H:3]1[O:7][C:6](=[O:8])[N:5]([C:9]2[CH:10]=[C:11]3[C:16](=[CH:17][CH:18]=2)[CH2:15][N:14]([C:19]([O:21][CH2:22][C:23]2[CH:28]=[CH:27][CH:26]=[CH:25][CH:24]=2)=[O:20])[CH2:13][CH2:12]3)[CH2:4]1.N1C=CC=CC=1.[C:35](OC(=O)C)(=[O:37])[CH3:36]. Product: [C:35]([NH:1][CH2:2][C@@H:3]1[O:7][C:6](=[O:8])[N:5]([C:9]2[CH:10]=[C:11]3[C:16](=[CH:17][CH:18]=2)[CH2:15][N:14]([C:19]([O:21][CH2:22][C:23]2[CH:24]=[CH:25][CH:26]=[CH:27][CH:28]=2)=[O:20])[CH2:13][CH2:12]3)[CH2:4]1)(=[O:37])[CH3:36]. The catalyst class is: 2. (5) Reactant: Cl[C:2]1[N:7]=[C:6]([NH:8][C:9]2[NH:13][N:12]=[C:11]([CH:14]3[CH2:16][CH2:15]3)[CH:10]=2)[CH:5]=[CH:4][N:3]=1.[F:17][C:18]1[CH:19]=[CH:20][C:21]([CH2:27][NH2:28])=[C:22]2[C:26]=1[NH:25][CH:24]=[CH:23]2.CCN(C(C)C)C(C)C. Product: [CH:14]1([C:11]2[NH:12][N:13]=[C:9]([NH:8][C:6]3[CH:5]=[CH:4][N:3]=[C:2]([NH:28][CH2:27][C:21]4[CH:20]=[CH:19][C:18]([F:17])=[C:26]5[C:22]=4[CH:23]=[CH:24][NH:25]5)[N:7]=3)[CH:10]=2)[CH2:16][CH2:15]1. The catalyst class is: 41. (6) Reactant: [CH3:1][O:2][C:3]1[CH:9]=[CH:8][C:6]([NH2:7])=[CH:5][CH:4]=1.[N:10]#[C:11][NH2:12].[N+:13]([O-:16])([OH:15])=[O:14]. Product: [N+:13]([O-:16])([O-:15])=[O:14].[CH3:1][O:2][C:3]1[CH:9]=[CH:8][C:6]([NH:7][C:11]([NH2:12])=[NH2+:10])=[CH:5][CH:4]=1. The catalyst class is: 8. (7) Reactant: C([O:3][C:4](=[O:26])[CH2:5][O:6][C:7]1[CH:12]=[C:11]([O:13][C:14]2[CH:23]=[CH:22][C:17]3[B:18]([OH:21])[O:19][CH2:20][C:16]=3[CH:15]=2)[CH:10]=[CH:9][C:8]=1[C:24]#[N:25])C.[Li+].[OH-].O.Cl. Product: [C:24]([C:8]1[CH:9]=[CH:10][C:11]([O:13][C:14]2[CH:23]=[CH:22][C:17]3[B:18]([OH:21])[O:19][CH2:20][C:16]=3[CH:15]=2)=[CH:12][C:7]=1[O:6][CH2:5][C:4]([OH:26])=[O:3])#[N:25]. The catalyst class is: 1.